From a dataset of Catalyst prediction with 721,799 reactions and 888 catalyst types from USPTO. Predict which catalyst facilitates the given reaction. (1) Reactant: [CH3:1][C:2]1[C:3]([N:21]2[CH2:26][CH2:25][CH2:24][CH:23]([C:27]([OH:29])=O)[CH2:22]2)=[N:4][C:5]([NH:8][C:9]2[CH:14]=[C:13]([O:15][CH3:16])[C:12]([O:17][CH3:18])=[C:11]([O:19][CH3:20])[CH:10]=2)=[N:6][CH:7]=1.[CH3:30][C:31]1[CH:38]=[CH:37][C:34]([CH2:35][NH2:36])=[CH:33][CH:32]=1.CN(C(ON1N=NC2C=CC=NC1=2)=[N+](C)C)C.F[P-](F)(F)(F)(F)F. Product: [CH3:1][C:2]1[C:3]([N:21]2[CH2:26][CH2:25][CH2:24][C@H:23]([C:27]([NH:36][CH2:35][C:34]3[CH:37]=[CH:38][C:31]([CH3:30])=[CH:32][CH:33]=3)=[O:29])[CH2:22]2)=[N:4][C:5]([NH:8][C:9]2[CH:14]=[C:13]([O:15][CH3:16])[C:12]([O:17][CH3:18])=[C:11]([O:19][CH3:20])[CH:10]=2)=[N:6][CH:7]=1. The catalyst class is: 61. (2) Reactant: C([O:3][C:4]([C:6]1[CH:10]=[C:9]([CH3:11])[N:8]([CH:12]([C:14]2[CH:19]=[C:18]([Cl:20])[CH:17]=[CH:16][C:15]=2[O:21][CH2:22][C:23]2[CH:28]=[CH:27][C:26]([F:29])=[CH:25][C:24]=2[Cl:30])[CH3:13])[N:7]=1)=[O:5])C.[OH-].[Na+].C(O)(=O)C. Product: [Cl:20][C:18]1[CH:17]=[CH:16][C:15]([O:21][CH2:22][C:23]2[CH:28]=[CH:27][C:26]([F:29])=[CH:25][C:24]=2[Cl:30])=[C:14]([CH:12]([N:8]2[C:9]([CH3:11])=[CH:10][C:6]([C:4]([OH:5])=[O:3])=[N:7]2)[CH3:13])[CH:19]=1. The catalyst class is: 40. (3) Reactant: Br[C:2]1[S:6][C:5]([CH2:7][NH:8][C:9]23[CH2:18][CH:13]4[CH2:14][CH:15]([CH2:17][CH:11]([CH2:12]4)[CH2:10]2)[CH2:16]3)=[CH:4][CH:3]=1.[Li]CCCC.[I:24]I. Product: [I:24][C:2]1[S:6][C:5]([CH2:7][NH:8][C:9]23[CH2:18][CH:13]4[CH2:14][CH:15]([CH2:17][CH:11]([CH2:12]4)[CH2:10]2)[CH2:16]3)=[CH:4][CH:3]=1. The catalyst class is: 134.